This data is from Full USPTO retrosynthesis dataset with 1.9M reactions from patents (1976-2016). The task is: Predict the reactants needed to synthesize the given product. (1) Given the product [Cl:23][C:24]1[C:25]([Cl:31])=[CH:26][CH:27]=[CH:28][C:29]=1[O:20][C@@H:13]([CH:14]1[CH2:15][CH2:16][O:17][CH2:18][CH2:19]1)[C@@H:10]1[CH2:11][CH2:12][NH:8][CH2:9]1, predict the reactants needed to synthesize it. The reactants are: C(OC([N:8]1[CH2:12][CH2:11][C@@H:10]([C@@H:13]([OH:20])[CH:14]2[CH2:19][CH2:18][O:17][CH2:16][CH2:15]2)[CH2:9]1)=O)(C)(C)C.[H-].[Na+].[Cl:23][C:24]1[CH:29]=[CH:28][CH:27]=[C:26](F)[C:25]=1[Cl:31].CCO. (2) Given the product [CH3:66][N:62]1[CH2:61][CH2:60][C:59]2[C:64](=[CH:65][C:56]([NH:55][C:53]([C:52]3[CH:51]=[C:50]([CH:69]=[CH:68][CH:67]=3)[CH2:49][NH:48][C:12]([C:10]3[S:11][C:7]([C:3]4[CH:2]=[N:1][CH:6]=[CH:5][CH:4]=4)=[CH:8][CH:9]=3)=[O:14])=[O:54])=[CH:57][CH:58]=2)[CH2:63]1, predict the reactants needed to synthesize it. The reactants are: [N:1]1[CH:6]=[CH:5][CH:4]=[C:3]([C:7]2[S:11][C:10]([C:12]([OH:14])=O)=[CH:9][CH:8]=2)[CH:2]=1.CCN(C(C)C)C(C)C.CN(C(ON1N=NC2C=CC=CC1=2)=[N+](C)C)C.[B-](F)(F)(F)F.Cl.Cl.[NH2:48][CH2:49][C:50]1[CH:51]=[C:52]([CH:67]=[CH:68][CH:69]=1)[C:53]([NH:55][C:56]1[CH:65]=[C:64]2[C:59]([CH2:60][CH2:61][N:62]([CH3:66])[CH2:63]2)=[CH:58][CH:57]=1)=[O:54]. (3) Given the product [ClH:13].[CH3:1][C:2]1[CH:3]=[CH:4][C:5]([CH:8]2[CH2:12][CH2:11][CH2:10][N:9]2[C:19](=[NH:14])[NH2:20])=[CH:6][CH:7]=1, predict the reactants needed to synthesize it. The reactants are: [CH3:1][C:2]1[CH:7]=[CH:6][C:5]([CH:8]2[CH2:12][CH2:11][CH2:10][NH:9]2)=[CH:4][CH:3]=1.[ClH:13].[N:14]1([C:19](N)=[NH:20])C=CC=N1.CCN(C(C)C)C(C)C. (4) Given the product [F:2][C:3]1[CH:8]=[C:7]([N:9]2[CH2:13][C@H:12]([CH2:14][N:15]3[CH:19]=[CH:18][N:17]=[N:16]3)[O:11][C:10]2=[O:24])[CH:6]=[CH:5][C:4]=1[C:25]1[CH:26]=[CH:27][C:28]([CH2:31][NH:32][CH2:33][C:34]2[N:35]=[N:36][N:37]([CH2:39][C:40]3[CH:41]=[CH:42][C:43]([O:46][CH3:47])=[CH:44][CH:45]=3)[CH:38]=2)=[CH:29][CH:30]=1, predict the reactants needed to synthesize it. The reactants are: Cl.[F:2][C:3]1[CH:8]=[C:7]([N:9]2[CH2:13][CH:12]([CH2:14][N:15]3[CH:19]=[C:18]([Si](C)(C)C)[N:17]=[N:16]3)[O:11][C:10]2=[O:24])[CH:6]=[CH:5][C:4]=1[C:25]1[CH:30]=[CH:29][C:28]([CH2:31][NH:32][CH2:33][C:34]2[N:35]=[N:36][N:37]([CH2:39][C:40]3[CH:45]=[CH:44][C:43]([O:46][CH3:47])=[CH:42][CH:41]=3)[CH:38]=2)=[CH:27][CH:26]=1.[F-].C([N+](CCCC)(CCCC)CCCC)CCC.C1COCC1.